Task: Predict the product of the given reaction.. Dataset: Forward reaction prediction with 1.9M reactions from USPTO patents (1976-2016) (1) Given the reactants Cl[C:2]1[CH:3]=[CH:4][C:5]([C:18]([F:21])([F:20])[F:19])=[C:6]2[C:11]=1[NH:10][CH:9]=[C:8]([C:12]([O:14][CH2:15][CH3:16])=[O:13])[C:7]2=[O:17].C(N(CC)CC)C, predict the reaction product. The product is: [O:17]=[C:7]1[C:6]2[C:11](=[CH:2][CH:3]=[CH:4][C:5]=2[C:18]([F:19])([F:20])[F:21])[NH:10][CH:9]=[C:8]1[C:12]([O:14][CH2:15][CH3:16])=[O:13]. (2) Given the reactants [Cl:1][C:2]1[N:7]=[CH:6][C:5]([NH:8][C:9](=[O:15])[O:10][C:11]([CH3:14])([CH3:13])[CH3:12])=[CH:4][CH:3]=1.[C:16](=[O:18])=[O:17], predict the reaction product. The product is: [C:11]([O:10][C:9]([NH:8][C:5]1[C:4]([C:16]([OH:18])=[O:17])=[CH:3][C:2]([Cl:1])=[N:7][CH:6]=1)=[O:15])([CH3:12])([CH3:14])[CH3:13]. (3) Given the reactants CC(C)=[CH:23][CH2:22][O:21][C:18]1C=CC(C(C2C=[CH:19][C:18]([O:21][CH2:22][CH:23]=C(C)C)=CC=2)(C)C)=C[CH:19]=1.ClC1C=[C:31]([CH:36]=CC=1)[C:32]([O:34]O)=O.[CH3:39][C:40]([C:49]1[CH:50]=[CH:51][C:52]([OH:55])=[CH:53][CH:54]=1)([C:42]1[CH:43]=[CH:44][C:45]([OH:48])=[CH:46][CH:47]=1)[CH3:41].Cl[CH2:57]Cl, predict the reaction product. The product is: [O:21]1[CH:18]([CH3:19])[CH:22]1[CH2:23][O:55][C:52]1[CH:53]=[CH:54][C:49]([C:40]([C:42]2[CH:43]=[CH:44][C:45]([O:48][CH2:57][CH:32]3[O:34][CH:31]3[CH3:36])=[CH:46][CH:47]=2)([CH3:39])[CH3:41])=[CH:50][CH:51]=1. (4) The product is: [F:1][C:2]([F:26])([F:27])[C@H:3]1[CH2:8][CH2:7][C@H:6]([NH:9][C:10]([C:11]2[C:12]([N:20]([CH3:24])[CH2:21][C:22]#[N:23])=[CH:13][C:14]3[N:18]([CH3:19])[C:44]([NH:43][C:42]4[C:41]([Cl:46])=[CH:40][CH:39]=[C:30]([CH2:31][NH:32][C:33](=[O:38])[C:34]([CH3:37])([CH3:36])[CH3:35])[C:29]=4[Cl:28])=[N:17][C:15]=3[CH:16]=2)=[O:25])[CH2:5][CH2:4]1. Given the reactants [F:1][C:2]([F:27])([F:26])[C@H:3]1[CH2:8][CH2:7][C@H:6]([NH:9][C:10](=[O:25])[C:11]2[CH:16]=[C:15]([NH2:17])[C:14]([NH:18][CH3:19])=[CH:13][C:12]=2[N:20]([CH3:24])[CH2:21][C:22]#[N:23])[CH2:5][CH2:4]1.[Cl:28][C:29]1[C:42]([N:43]=[C:44]=S)=[C:41]([Cl:46])[CH:40]=[CH:39][C:30]=1[CH2:31][NH:32][C:33](=[O:38])[C:34]([CH3:37])([CH3:36])[CH3:35].CC(C)N=C=NC(C)C, predict the reaction product. (5) Given the reactants ClC1C=CC=C(C(OO)=[O:9])C=1.ClCCl.[CH3:15][C:16]1[CH:17]=[C:18]2[C:23](=[CH:24][CH:25]=1)[N:22]=[CH:21][CH:20]=[CH:19]2, predict the reaction product. The product is: [CH3:15][C:16]1[CH:17]=[C:18]2[C:23](=[CH:24][CH:25]=1)[N+:22]([O-:9])=[CH:21][CH:20]=[CH:19]2. (6) Given the reactants Br[C:2]1[C:7]([CH:8]=[O:9])=[C:6]([F:10])[C:5]([OH:11])=[CH:4][CH:3]=1.FC1C(O)=CC2C[O:19][B:18](O)C=2C=1, predict the reaction product. The product is: [F:10][C:6]1[C:7]2[CH2:8][O:9][B:18]([OH:19])[C:2]=2[CH:3]=[CH:4][C:5]=1[OH:11]. (7) Given the reactants FC1C([O:8][C:9]([C:11]2[N:12]([CH3:32])[C:13]3[C:21]([CH:22]=2)=[C:20]2[C:16]([C:17](=[O:24])[NH:18][C:19]2=[O:23])=[C:15]([C:25]2[CH:30]=[CH:29][CH:28]=[CH:27][C:26]=2[Cl:31])[CH:14]=3)=O)=C(F)C(F)=C(F)C=1F.[NH2:37][CH2:38][CH2:39][N:40]1[CH2:44][CH2:43][CH2:42][CH2:41]1, predict the reaction product. The product is: [N:40]1([CH2:39][CH2:38][NH:37][C:9]([C:11]2[N:12]([CH3:32])[C:13]3[C:21]([CH:22]=2)=[C:20]2[C:16]([C:17](=[O:24])[NH:18][C:19]2=[O:23])=[C:15]([C:25]2[CH:30]=[CH:29][CH:28]=[CH:27][C:26]=2[Cl:31])[CH:14]=3)=[O:8])[CH2:44][CH2:43][CH2:42][CH2:41]1.